Dataset: Catalyst prediction with 721,799 reactions and 888 catalyst types from USPTO. Task: Predict which catalyst facilitates the given reaction. (1) Reactant: [OH-:1].[Na+].[CH3:3][C:4]1([CH3:15])[O:8][C:7]2[CH:9]=[CH:10][C:11]([CH:13]=O)=[CH:12][C:6]=2[O:5]1.Cl.[NH2:17]O.C(OCC)C. Product: [CH3:3][C:4]1([CH3:15])[O:8][C:7]2[CH:9]=[CH:10][C:11]([CH:13]=[N:17][OH:1])=[CH:12][C:6]=2[O:5]1. The catalyst class is: 97. (2) Reactant: [OH:1][C:2]1[CH:17]=[CH:16][C:5]([CH2:6][CH2:7][NH:8][C:9](=[O:15])[O:10][C:11]([CH3:14])([CH3:13])[CH3:12])=[CH:4][CH:3]=1.C(=O)([O-])[O-].[K+].[K+].[CH2:24](Br)[C:25]1[CH:30]=[CH:29][CH:28]=[CH:27][CH:26]=1. Product: [CH2:24]([O:1][C:2]1[CH:17]=[CH:16][C:5]([CH2:6][CH2:7][NH:8][C:9](=[O:15])[O:10][C:11]([CH3:14])([CH3:12])[CH3:13])=[CH:4][CH:3]=1)[C:25]1[CH:30]=[CH:29][CH:28]=[CH:27][CH:26]=1. The catalyst class is: 18. (3) Reactant: [O:1]1[CH:5]=[CH:4][CH2:3][CH2:2]1.C([Li])(C)(C)C.CCCCC.[C:16]1([N:22]=[C:23]=[O:24])[CH:21]=[CH:20][CH:19]=[CH:18][CH:17]=1.[Cl-].[NH4+]. Product: [C:16]1([NH:22][C:23]([C:5]2[O:1][CH2:2][CH2:3][CH:4]=2)=[O:24])[CH:21]=[CH:20][CH:19]=[CH:18][CH:17]=1. The catalyst class is: 56. (4) Reactant: Br[C:2]1[CH:10]=[C:6]([C:7]([OH:9])=[O:8])[C:5]([NH2:11])=[CH:4][CH:3]=1.C([O-])([O-])=O.[K+].[K+].[C:18]1(B(O)O)[CH:23]=[CH:22][CH:21]=[CH:20][CH:19]=1. Product: [NH2:11][C:5]1[CH:4]=[CH:3][C:2]([C:18]2[CH:23]=[CH:22][CH:21]=[CH:20][CH:19]=2)=[CH:10][C:6]=1[C:7]([OH:9])=[O:8]. The catalyst class is: 3. (5) Reactant: [CH2:1]([NH:4][S:5]([CH2:8][C:9]1[CH:14]=[CH:13][C:12]([N+:15]([O-])=O)=[CH:11][CH:10]=1)(=[O:7])=[O:6])[C:2]#[CH:3].[NH4+].[Cl-]. Product: [CH2:1]([NH:4][S:5]([CH2:8][C:9]1[CH:10]=[CH:11][C:12]([NH2:15])=[CH:13][CH:14]=1)(=[O:6])=[O:7])[C:2]#[CH:3]. The catalyst class is: 190. (6) The catalyst class is: 7. Reactant: [Si:1]([O:18][CH2:19][C:20]([NH:22][NH:23][C:24](=O)[C:25]([O:27][CH2:28][CH3:29])=[O:26])=O)([C:14]([CH3:17])([CH3:16])[CH3:15])([C:8]1[CH:13]=[CH:12][CH:11]=[CH:10][CH:9]=1)[C:2]1[CH:7]=[CH:6][CH:5]=[CH:4][CH:3]=1.COC1C=CC(P2(SP(C3C=CC(OC)=CC=3)(=S)S2)=[S:40])=CC=1. Product: [Si:1]([O:18][CH2:19][C:20]1[S:40][C:24]([C:25]([O:27][CH2:28][CH3:29])=[O:26])=[N:23][N:22]=1)([C:14]([CH3:17])([CH3:16])[CH3:15])([C:8]1[CH:13]=[CH:12][CH:11]=[CH:10][CH:9]=1)[C:2]1[CH:7]=[CH:6][CH:5]=[CH:4][CH:3]=1. (7) Reactant: O1CCCC1.[NH2:6][C:7]1[C:12]([C:13]2[O:17][N:16]=[C:15]([CH2:18][C:19]3[CH:24]=[CH:23][C:22]([OH:25])=[CH:21][CH:20]=3)[CH:14]=2)=[CH:11][CH:10]=[C:9]([NH2:26])[N:8]=1.[OH-].[Na+].[CH3:29][O:30][C:31]1[CH:32]=[C:33]([CH:36]=[CH:37][CH:38]=1)[CH2:34]Cl. Product: [CH3:29][O:30][C:31]1[CH:32]=[C:33]([CH:36]=[CH:37][CH:38]=1)[CH2:34][O:25][C:22]1[CH:23]=[CH:24][C:19]([CH2:18][C:15]2[CH:14]=[C:13]([C:12]3[C:7]([NH2:6])=[N:8][C:9]([NH2:26])=[CH:10][CH:11]=3)[O:17][N:16]=2)=[CH:20][CH:21]=1. The catalyst class is: 9. (8) Reactant: C(O[C@H:5]1[C@H:10]([N:11]=[C:12]=[S:13])[C@@H:9]([O:14][C:15](=[O:17])[CH3:16])[C@H:8]([O:18][C:19](=[O:21])[CH3:20])[C@@H:7]([CH2:22][O:23][C:24](=[O:26])[CH3:25])[O:6]1)(=O)C.Cl.[F:28][CH2:29][CH2:30][NH2:31].C(N(CC)CC)C.FC(F)(F)C(O)=O. Product: [C:19]([O:18][C@@H:8]1[C@@H:7]([CH2:22][O:23][C:24](=[O:26])[CH3:25])[O:6][C@H:5]2[C@H:10]([N:11]=[C:12]([NH:31][CH2:30][CH2:29][F:28])[S:13]2)[C@H:9]1[O:14][C:15](=[O:17])[CH3:16])(=[O:21])[CH3:20]. The catalyst class is: 4.